From a dataset of Full USPTO retrosynthesis dataset with 1.9M reactions from patents (1976-2016). Predict the reactants needed to synthesize the given product. (1) The reactants are: [CH3:1][O:2][C:3]1[CH:8]=[CH:7][CH:6]=[CH:5][C:4]=1[CH2:9][C:10](=O)[CH3:11].[C:13]1([C@H:19]([NH2:21])[CH3:20])[CH:18]=[CH:17][CH:16]=[CH:15][CH:14]=1.C(O)=O. Given the product [CH3:1][O:2][C:3]1[CH:8]=[CH:7][CH:6]=[CH:5][C:4]=1[CH2:9][C@H:10]([NH:21][C@@H:19]([C:13]1[CH:18]=[CH:17][CH:16]=[CH:15][CH:14]=1)[CH3:20])[CH3:11], predict the reactants needed to synthesize it. (2) Given the product [CH2:1]([O:8][C:9]1[CH:14]=[CH:13][C:12]([C:15]2[N:16]([CH:21]3[CH2:26][CH2:25][CH2:24][CH2:23][CH2:22]3)[CH:17]=[C:18](/[CH:29]=[CH:28]/[C:27]([O:31][C:32]([CH3:35])([CH3:34])[CH3:33])=[O:30])[N:19]=2)=[CH:11][CH:10]=1)[C:2]1[CH:7]=[CH:6][CH:5]=[CH:4][CH:3]=1, predict the reactants needed to synthesize it. The reactants are: [CH2:1]([O:8][C:9]1[CH:14]=[CH:13][C:12]([C:15]2[N:16]([CH:21]3[CH2:26][CH2:25][CH2:24][CH2:23][CH2:22]3)[CH:17]=[C:18](Br)[N:19]=2)=[CH:11][CH:10]=1)[C:2]1[CH:7]=[CH:6][CH:5]=[CH:4][CH:3]=1.[C:27]([O:31][C:32]([CH3:35])([CH3:34])[CH3:33])(=[O:30])[CH:28]=[CH2:29].N#N.C(N(CC)CC)C. (3) Given the product [F:40][C:41]1[CH:42]=[C:43]([CH:60]=[CH:61][CH:62]=1)[CH2:44][N:45]1[CH:49]=[C:48]([C:2]2[C:10]3[C:5](=[N:6][CH:7]=[C:8]([C:11]4[CH:12]=[C:13]([N:17]5[CH2:22][CH2:21][N:20]([C:23]([O:25][C:26]([CH3:29])([CH3:28])[CH3:27])=[O:24])[CH2:19][CH2:18]5)[CH:14]=[CH:15][CH:16]=4)[CH:9]=3)[N:4]([S:30]([C:33]3[CH:39]=[CH:38][C:36]([CH3:37])=[CH:35][CH:34]=3)(=[O:32])=[O:31])[CH:3]=2)[C:47]([CH3:59])=[N:46]1, predict the reactants needed to synthesize it. The reactants are: I[C:2]1[C:10]2[C:5](=[N:6][CH:7]=[C:8]([C:11]3[CH:12]=[C:13]([N:17]4[CH2:22][CH2:21][N:20]([C:23]([O:25][C:26]([CH3:29])([CH3:28])[CH3:27])=[O:24])[CH2:19][CH2:18]4)[CH:14]=[CH:15][CH:16]=3)[CH:9]=2)[N:4]([S:30]([C:33]2[CH:39]=[CH:38][C:36]([CH3:37])=[CH:35][CH:34]=2)(=[O:32])=[O:31])[CH:3]=1.[F:40][C:41]1[CH:42]=[C:43]([CH:60]=[CH:61][CH:62]=1)[CH2:44][N:45]1[CH:49]=[C:48](C2OC(C)(C)C(C)(C)O2)[C:47]([CH3:59])=[N:46]1.C(=O)([O-])[O-].[Na+].[Na+].